From a dataset of Full USPTO retrosynthesis dataset with 1.9M reactions from patents (1976-2016). Predict the reactants needed to synthesize the given product. (1) Given the product [Cl:14][C:11]1[CH:12]=[CH:13][C:8]([C:7]2[C:2]([N:32]([CH3:33])[CH3:31])=[C:3]3[CH:24]=[N:23][N:22]([C:25]4[CH:26]=[CH:27][CH:28]=[CH:29][CH:30]=4)[C:4]3=[N:5][C:6]=2[C:15]2[CH:16]=[CH:17][C:18]([Cl:21])=[CH:19][CH:20]=2)=[CH:9][CH:10]=1, predict the reactants needed to synthesize it. The reactants are: Cl[C:2]1[C:7]([C:8]2[CH:13]=[CH:12][C:11]([Cl:14])=[CH:10][CH:9]=2)=[C:6]([C:15]2[CH:20]=[CH:19][C:18]([Cl:21])=[CH:17][CH:16]=2)[N:5]=[C:4]2[N:22]([C:25]3[CH:30]=[CH:29][CH:28]=[CH:27][CH:26]=3)[N:23]=[CH:24][C:3]=12.[CH3:31][NH:32][CH3:33]. (2) Given the product [Cl:21][CH2:2][C:3]1[CH:8]=[CH:7][N:6]=[C:5]([C:9]2[CH:14]=[C:13]([O:15][CH3:16])[C:12]([O:17][CH3:18])=[C:11]([O:19][CH3:20])[CH:10]=2)[CH:4]=1, predict the reactants needed to synthesize it. The reactants are: O[CH2:2][C:3]1[CH:8]=[CH:7][N:6]=[C:5]([C:9]2[CH:14]=[C:13]([O:15][CH3:16])[C:12]([O:17][CH3:18])=[C:11]([O:19][CH3:20])[CH:10]=2)[CH:4]=1.[Cl-:21].